Task: Regression. Given a peptide amino acid sequence and an MHC pseudo amino acid sequence, predict their binding affinity value. This is MHC class II binding data.. Dataset: Peptide-MHC class II binding affinity with 134,281 pairs from IEDB (1) The binding affinity (normalized) is 0.601. The MHC is HLA-DQA10501-DQB10201 with pseudo-sequence HLA-DQA10501-DQB10201. The peptide sequence is EKKYFAATQSEPLAA. (2) The peptide sequence is YNNNEAFKVENGSAA. The MHC is DRB1_0901 with pseudo-sequence DRB1_0901. The binding affinity (normalized) is 0.373.